This data is from Full USPTO retrosynthesis dataset with 1.9M reactions from patents (1976-2016). The task is: Predict the reactants needed to synthesize the given product. (1) Given the product [N+:10]([C:13]1[CH:14]=[CH:15][C:16]([C:19]2[C:23]([C:24]3[CH:29]=[CH:28][N:27]=[C:26]4[N:30]([S:33]([C:36]5[CH:41]=[CH:40][CH:39]=[CH:38][CH:37]=5)(=[O:35])=[O:34])[CH:31]=[CH:32][C:25]=34)=[CH:22][N:21]([CH2:42][CH2:43][CH2:44][OH:45])[N:20]=2)=[CH:17][CH:18]=1)([O-:12])=[O:11], predict the reactants needed to synthesize it. The reactants are: C12BC(CCC1)CCC2.[N+:10]([C:13]1[CH:18]=[CH:17][C:16]([C:19]2[C:23]([C:24]3[CH:29]=[CH:28][N:27]=[C:26]4[N:30]([S:33]([C:36]5[CH:41]=[CH:40][CH:39]=[CH:38][CH:37]=5)(=[O:35])=[O:34])[CH:31]=[CH:32][C:25]=34)=[CH:22][N:21]([CH2:42][CH:43]=[CH2:44])[N:20]=2)=[CH:15][CH:14]=1)([O-:12])=[O:11].[O:45]1CCCC1. (2) Given the product [CH3:3][C:4]1[N:5]=[CH:6][N:7]([CH2:17][O:16][CH2:15][CH2:14][Si:11]([CH3:13])([CH3:12])[CH3:10])[C:8]=1[CH3:9], predict the reactants needed to synthesize it. The reactants are: [H-].[Na+].[CH3:3][C:4]1[N:5]=[CH:6][NH:7][C:8]=1[CH3:9].[CH3:10][Si:11]([CH2:14][CH2:15][O:16][CH2:17]Cl)([CH3:13])[CH3:12]. (3) Given the product [CH3:28][S:29][C:30]1[CH:35]=[CH:34][CH:33]=[CH:32][C:31]=1[CH:36]=[CH2:2], predict the reactants needed to synthesize it. The reactants are: [I-].[CH3:2][P+](C1C=CC=CC=1)(C1C=CC=CC=1)C1C=CC=CC=1.CC(C)([O-])C.[K+].[CH3:28][S:29][C:30]1[CH:35]=[CH:34][CH:33]=[CH:32][C:31]=1[CH:36]=O.C(=O)(O)[O-].[Na+].